From a dataset of Reaction yield outcomes from USPTO patents with 853,638 reactions. Predict the reaction yield, written as a fraction of the theoretical maximum amount of product (1.0 means a 100% yield; for example, 0.34 means a 34% yield). (1) The reactants are [Cl:1][C:2]1[N:7]=[C:6](Cl)[CH:5]=[CH:4][N:3]=1.[CH3:9][S-:10].[Na+]. The catalyst is C1COCC1. The product is [Cl:1][C:2]1[N:7]=[C:6]([S:10][CH3:9])[CH:5]=[CH:4][N:3]=1. The yield is 0.330. (2) The reactants are Br[C:2]1[CH:23]=[C:22]([C:24]([CH3:27])([CH3:26])[CH3:25])[C:21]([O:28][CH3:29])=[CH:20][C:3]=1[CH2:4][N:5]1[C@H:9]([C:10]([CH3:18])([CH3:17])[O:11][SiH2:12][C:13]([CH3:16])([CH3:15])[CH3:14])[CH2:8][CH2:7][C:6]1=[O:19].[CH2:30]([O:37][C:38]1[C:43](B(O)O)=[CH:42][CH:41]=[CH:40][N:39]=1)[C:31]1[CH:36]=[CH:35][CH:34]=[CH:33][CH:32]=1.C([O-])([O-])=O.[Na+].[Na+]. The catalyst is CO.C(Cl)Cl.C1C=CC([P]([Pd]([P](C2C=CC=CC=2)(C2C=CC=CC=2)C2C=CC=CC=2)([P](C2C=CC=CC=2)(C2C=CC=CC=2)C2C=CC=CC=2)[P](C2C=CC=CC=2)(C2C=CC=CC=2)C2C=CC=CC=2)(C2C=CC=CC=2)C2C=CC=CC=2)=CC=1. The product is [CH2:30]([O:37][C:38]1[C:43]([C:2]2[CH:23]=[C:22]([C:24]([CH3:27])([CH3:26])[CH3:25])[C:21]([O:28][CH3:29])=[CH:20][C:3]=2[CH2:4][N:5]2[C@H:9]([C:10]([CH3:18])([CH3:17])[O:11][SiH2:12][C:13]([CH3:16])([CH3:15])[CH3:14])[CH2:8][CH2:7][C:6]2=[O:19])=[CH:42][CH:41]=[CH:40][N:39]=1)[C:31]1[CH:32]=[CH:33][CH:34]=[CH:35][CH:36]=1. The yield is 0.750. (3) The reactants are [CH3:1][C:2]1[CH:25]=[CH:24][C:5]([CH2:6][CH2:7][C:8]2[S:9][C:10]3[N:11]=[C:12]([NH2:23])[N:13]=[C:14]([N:17]4[CH2:22][CH2:21][NH:20][CH2:19][CH2:18]4)[C:15]=3[N:16]=2)=[CH:4][CH:3]=1.[Cl:26][C:27]1[CH:37]=[CH:36][C:30]([O:31][CH2:32][C:33](O)=[O:34])=[CH:29][CH:28]=1. No catalyst specified. The product is [NH2:23][C:12]1[N:13]=[C:14]([N:17]2[CH2:18][CH2:19][N:20]([C:33](=[O:34])[CH2:32][O:31][C:30]3[CH:36]=[CH:37][C:27]([Cl:26])=[CH:28][CH:29]=3)[CH2:21][CH2:22]2)[C:15]2[N:16]=[C:8]([CH2:7][CH2:6][C:5]3[CH:4]=[CH:3][C:2]([CH3:1])=[CH:25][CH:24]=3)[S:9][C:10]=2[N:11]=1. The yield is 0.510. (4) The reactants are [Na+].[I-].[F:3][C:4]1[CH:12]=[C:11]2[C:7]([CH:8]=[CH:9][NH:10]2)=[CH:6][CH:5]=1.[C:13]([O:17][C:18]([N:20]1[CH2:24][CH:23]([O:25][Si:26]([C:29]([CH3:32])([CH3:31])[CH3:30])([CH3:28])[CH3:27])[CH2:22][CH:21]1[CH:33]=[CH:34][N+:35]([O-:37])=[O:36])=[O:19])([CH3:16])([CH3:15])[CH3:14]. The catalyst is CO.CC#N. The product is [C:13]([O:17][C:18]([N:20]1[CH2:24][CH:23]([O:25][Si:26]([C:29]([CH3:30])([CH3:31])[CH3:32])([CH3:28])[CH3:27])[CH2:22][CH:21]1[CH:33]([C:8]1[C:7]2[C:11](=[CH:12][C:4]([F:3])=[CH:5][CH:6]=2)[NH:10][CH:9]=1)[CH2:34][N+:35]([O-:37])=[O:36])=[O:19])([CH3:16])([CH3:14])[CH3:15]. The yield is 0.750. (5) The reactants are [F:1][C:2]1[CH:3]=[C:4]2[C:8](=[CH:9][CH:10]=1)[NH:7][C:6](=[O:11])[C:5]2=[CH:12][C:13]1[CH:14]=[C:15]([CH:19]=[CH:20][CH:21]=1)[C:16](O)=[O:17].Cl.C(N=C=NCCCN(C)C)C.OC1C2N=NNC=2C=CC=1.C(N(CC)CC)C.Cl.[CH3:52][O:53][C:54](=[O:63])[CH2:55][CH2:56][CH2:57][CH2:58][CH2:59][CH2:60][CH2:61][NH2:62]. The catalyst is [Cl-].[Na+].O.CN(C=O)C. The product is [CH3:52][O:53][C:54](=[O:63])[CH2:55][CH2:56][CH2:57][CH2:58][CH2:59][CH2:60][CH2:61][NH:62][C:16](=[O:17])[C:15]1[CH:19]=[CH:20][CH:21]=[C:13]([CH:12]=[C:5]2[C:4]3[C:8](=[CH:9][CH:10]=[C:2]([F:1])[CH:3]=3)[NH:7][C:6]2=[O:11])[CH:14]=1. The yield is 0.760.